Predict the reactants needed to synthesize the given product. From a dataset of Full USPTO retrosynthesis dataset with 1.9M reactions from patents (1976-2016). (1) Given the product [Cl:9][C:6]1[N:5]=[CH:4][C:3]([C:10]([N:12]2[CH2:17][CH2:16][CH:15]([C:18]3[CH:23]=[CH:22][C:21]([F:24])=[CH:20][CH:19]=3)[CH2:14][CH2:13]2)=[O:11])=[C:2]([NH:28][C:27]2[CH:29]=[C:30]([O:33][CH3:34])[CH:31]=[CH:32][C:26]=2[F:25])[C:7]=1[CH3:8], predict the reactants needed to synthesize it. The reactants are: Cl[C:2]1[C:7]([CH3:8])=[C:6]([Cl:9])[N:5]=[CH:4][C:3]=1[C:10]([N:12]1[CH2:17][CH2:16][CH:15]([C:18]2[CH:23]=[CH:22][C:21]([F:24])=[CH:20][CH:19]=2)[CH2:14][CH2:13]1)=[O:11].[F:25][C:26]1[CH:32]=[CH:31][C:30]([O:33][CH3:34])=[CH:29][C:27]=1[NH2:28]. (2) Given the product [CH2:32]([O:31][C:29](=[O:30])[NH:18][CH2:17][CH:14]1[CH2:13][C:12]2[CH:11]=[CH:10][CH:9]=[C:8]([C:3]3[CH:4]=[CH:5][CH:6]=[CH:7][C:2]=3[CH3:1])[C:16]=2[O:15]1)[C:33]1[CH:38]=[CH:37][CH:36]=[CH:35][CH:34]=1, predict the reactants needed to synthesize it. The reactants are: [CH3:1][C:2]1[CH:7]=[CH:6][CH:5]=[CH:4][C:3]=1[C:8]1[C:16]2[O:15][CH:14]([CH2:17][NH2:18])[CH2:13][C:12]=2[CH:11]=[CH:10][CH:9]=1.C(N(C(C)C)CC)(C)C.Cl[C:29]([O:31][CH2:32][C:33]1[CH:38]=[CH:37][CH:36]=[CH:35][CH:34]=1)=[O:30]. (3) Given the product [Br:12][C:13]1[CH:14]=[C:15]([CH:16]([N:17]([CH3:19])[CH3:18])[C:4]2[C:5]3[C:10](=[CH:9][CH:8]=[CH:7][CH:6]=3)[N:2]([CH3:1])[CH:3]=2)[CH:20]=[CH:21][CH:22]=1, predict the reactants needed to synthesize it. The reactants are: [CH3:1][N:2]1[C:10]2[C:5](=[CH:6][CH:7]=[CH:8][CH:9]=2)[CH:4]=[CH:3]1.[Cl-].[Br:12][C:13]1[CH:14]=[C:15]([CH:20]=[CH:21][CH:22]=1)[CH:16]=[N+:17]([CH3:19])[CH3:18].BrC1C=C(C=CC=1)C=O.CNC. (4) Given the product [CH3:25][C:24]1[O:27][C:21]([CH2:20][NH:1][C:2]2[CH:10]=[CH:9][CH:8]=[C:7]3[C:3]=2[CH2:4][N:5]([CH:12]2[CH2:17][CH2:16][C:15](=[O:18])[NH:14][C:13]2=[O:19])[C:6]3=[O:11])=[CH:22][CH:23]=1, predict the reactants needed to synthesize it. The reactants are: [NH2:1][C:2]1[CH:10]=[CH:9][CH:8]=[C:7]2[C:3]=1[CH2:4][N:5]([CH:12]1[CH2:17][CH2:16][C:15](=[O:18])[NH:14][C:13]1=[O:19])[C:6]2=[O:11].[CH3:20][C:21]1[O:27][C:24]([CH:25]=O)=[CH:23][CH:22]=1.C(O[BH-](OC(=O)C)OC(=O)C)(=O)C.[Na+]. (5) The reactants are: [CH3:1][O:2][C:3]1[CH:11]=[CH:10][C:6]([C:7]([OH:9])=O)=[CH:5][C:4]=1[S:12]([CH3:15])(=[O:14])=[O:13].C(Cl)(=O)C(Cl)=O.O[N:23]=[C:24]([C:26]1[CH:34]=[CH:33][C:32]2[NH:31][C:30]3[CH:35]([CH2:38][C:39]([O:41][CH2:42][CH3:43])=[O:40])[CH2:36][CH2:37][C:29]=3[C:28]=2[CH:27]=1)[NH2:25].C(N(CC)CC)C. Given the product [CH3:1][O:2][C:3]1[CH:11]=[CH:10][C:6]([C:7]2[O:9][N:25]=[C:24]([C:26]3[CH:34]=[CH:33][C:32]4[NH:31][C:30]5[CH:35]([CH2:38][C:39]([O:41][CH2:42][CH3:43])=[O:40])[CH2:36][CH2:37][C:29]=5[C:28]=4[CH:27]=3)[N:23]=2)=[CH:5][C:4]=1[S:12]([CH3:15])(=[O:14])=[O:13], predict the reactants needed to synthesize it. (6) Given the product [ClH:37].[ClH:37].[NH2:1][C:2]1[O:3][C@H:4]2[C@@H:6]([C@:7]([C:12]3[CH:13]=[C:14]([NH:19][C:20]([C:22]4[N:27]=[CH:26][C:25]([NH:28][CH3:29])=[CH:24][N:23]=4)=[O:21])[CH:15]=[CH:16][C:17]=3[F:18])([CH:9]([F:11])[F:10])[N:8]=1)[CH2:5]2, predict the reactants needed to synthesize it. The reactants are: [NH2:1][C:2]1[O:3][C@H:4]2[C@@H:6]([C@:7]([C:12]3[CH:13]=[C:14]([NH:19][C:20]([C:22]4[N:27]=[CH:26][C:25]([N:28](C)[C:29](=O)OC(C)(C)C)=[CH:24][N:23]=4)=[O:21])[CH:15]=[CH:16][C:17]=3[F:18])([CH:9]([F:11])[F:10])[N:8]=1)[CH2:5]2.[ClH:37].O.